From a dataset of Catalyst prediction with 721,799 reactions and 888 catalyst types from USPTO. Predict which catalyst facilitates the given reaction. (1) Reactant: C1COCC1.B.[CH3:7][O:8][C:9]1[CH:27]=[CH:26][C:12]([C:13]([N:15]([C:17]2[CH:25]=[CH:24][C:20]([C:21](O)=[O:22])=[CH:19][CH:18]=2)[CH3:16])=[O:14])=[CH:11][CH:10]=1.Cl. Product: [OH:22][CH2:21][C:20]1[CH:19]=[CH:18][C:17]([N:15]([CH3:16])[C:13](=[O:14])[C:12]2[CH:26]=[CH:27][C:9]([O:8][CH3:7])=[CH:10][CH:11]=2)=[CH:25][CH:24]=1. The catalyst class is: 6. (2) Reactant: FC(F)(F)C(O)=O.[Cl:8][C:9]1[CH:14]=[CH:13][CH:12]=[C:11]([Cl:15])[C:10]=1[NH:16][C:17]([NH:19][CH2:20][C:21]1([CH3:26])OCCO1)=[NH:18].Cl.O.C(=O)(O)[O-].[Na+]. Product: [ClH:8].[Cl:8][C:9]1[CH:14]=[CH:13][CH:12]=[C:11]([Cl:15])[C:10]=1[NH:16][C:17]1[NH:19][CH:20]=[C:21]([CH3:26])[N:18]=1. The catalyst class is: 4. (3) Reactant: [CH3:1][S:2][C:3]1[N:8]=[C:7]([CH2:9][OH:10])[CH:6]=[CH:5][N:4]=1.[Cl:11][C:12]1[CH:17]=[CH:16][C:15](O)=[CH:14][CH:13]=1.C1(P(C2C=CC=CC=2)C2C=CC=CC=2)C=CC=CC=1.N(C(N1CCCCC1)=O)=NC(N1CCCCC1)=O. Product: [Cl:11][C:12]1[CH:17]=[CH:16][C:15]([O:10][CH2:9][C:7]2[CH:6]=[CH:5][N:4]=[C:3]([S:2][CH3:1])[N:8]=2)=[CH:14][CH:13]=1. The catalyst class is: 1. (4) Reactant: [NH2:1][C:2]1[C:11]2[C:6](=[N:7][CH:8]=[CH:9][CH:10]=2)[N:5]([OH:12])[C:4](=[O:13])[C:3]=1[C:14]([NH:16][CH3:17])=[O:15].[CH2:18]([O:25][C:26]1[CH:33]=[CH:32][CH:31]=[CH:30][C:27]=1C=O)[C:19]1[CH:24]=[CH:23][CH:22]=[CH:21][CH:20]=1.C1(C)C(S(O)(=O)=O)=CC=CC=1.C1C=CC=CC=1. Product: [CH2:18]([O:25][C:26]1[CH:33]=[CH:32][CH:31]=[CH:30][C:27]=1[CH:17]1[NH:1][C:2]2[C:11]3[CH:10]=[CH:9][CH:8]=[N:7][C:6]=3[N:5]([OH:12])[C:4](=[O:13])[C:3]=2[C:14](=[O:15])[NH:16]1)[C:19]1[CH:24]=[CH:23][CH:22]=[CH:21][CH:20]=1. The catalyst class is: 3. (5) Reactant: [Cl:1][C:2]1[CH:3]=[C:4]([C:8](=[O:17])[CH2:9][C:10](=O)[C:11]([O:13][CH2:14][CH3:15])=[O:12])[CH:5]=[CH:6][CH:7]=1.Cl.[NH2:19]O. Product: [Cl:1][C:2]1[CH:3]=[C:4]([C:8]2[O:17][N:19]=[C:10]([C:11]([O:13][CH2:14][CH3:15])=[O:12])[CH:9]=2)[CH:5]=[CH:6][CH:7]=1. The catalyst class is: 8. (6) Reactant: N[C:2]1[CH:7]=[C:6]([Cl:8])[CH:5]=[CH:4][C:3]=1[S:9]([NH:12][C:13]1[CH:14]=[CH:15][CH:16]=[C:17]2[C:22]=1[N:21]=[CH:20][CH:19]=[C:18]2[C:23]([F:26])([F:25])[F:24])(=[O:11])=[O:10].N(OC(C)(C)C)=O.CC(O)=O. Product: [Cl:8][C:6]1[CH:5]=[C:4]2[C:3]([S:9](=[O:10])(=[O:11])[NH:12][C:13]3[C:14]2=[CH:15][CH:16]=[C:17]2[C:22]=3[N:21]=[CH:20][CH:19]=[C:18]2[C:23]([F:26])([F:24])[F:25])=[CH:2][CH:7]=1. The catalyst class is: 1. (7) Reactant: [C:1]([NH:8][C@H:9]([C:20]([OH:22])=[O:21])[CH2:10][C:11]1[C:19]2[C:14](=[CH:15][CH:16]=[CH:17][CH:18]=2)[NH:13][CH:12]=1)([O:3][C:4]([CH3:7])([CH3:6])[CH3:5])=[O:2].C(N(CC)CC)C.ClC(O[CH2:34][C:35]1[CH:40]=[CH:39][CH:38]=[CH:37][CH:36]=1)=O. Product: [CH2:34]([O:21][C:20](=[O:22])[C@@H:9]([NH:8][C:1]([O:3][C:4]([CH3:5])([CH3:7])[CH3:6])=[O:2])[CH2:10][C:11]1[C:19]2[C:14](=[CH:15][CH:16]=[CH:17][CH:18]=2)[NH:13][CH:12]=1)[C:35]1[CH:40]=[CH:39][CH:38]=[CH:37][CH:36]=1. The catalyst class is: 112.